This data is from M1 muscarinic receptor agonist screen with 61,833 compounds. The task is: Binary Classification. Given a drug SMILES string, predict its activity (active/inactive) in a high-throughput screening assay against a specified biological target. (1) The molecule is O=C1N(CCCOC)C(=O)c2c1cc(cc2)C(=O)Nc1c(OC)cc(OC)cc1. The result is 0 (inactive). (2) The drug is Fc1ccc(CNC(=O)c2noc(c2)c2occc2)cc1. The result is 0 (inactive). (3) The compound is Clc1c(NC(=O)CN2CCN(S(=O)(=O)N(C)C)CC2)cc(Cl)cc1. The result is 0 (inactive). (4) The molecule is Clc1ccc(CSc2n3c(=NC(C3=O)CC(=O)NCc3occc3)c3c(n2)cccc3)cc1. The result is 0 (inactive).